This data is from Peptide-MHC class I binding affinity with 185,985 pairs from IEDB/IMGT. The task is: Regression. Given a peptide amino acid sequence and an MHC pseudo amino acid sequence, predict their binding affinity value. This is MHC class I binding data. (1) The MHC is HLA-B44:02 with pseudo-sequence HLA-B44:02. The binding affinity (normalized) is 0. The peptide sequence is KDTPGGYCL. (2) The peptide sequence is IICEDAMYY. The MHC is HLA-A31:01 with pseudo-sequence HLA-A31:01. The binding affinity (normalized) is 0. (3) The peptide sequence is FDTAQIIKLL. The MHC is Mamu-A11 with pseudo-sequence Mamu-A11. The binding affinity (normalized) is 0.402. (4) The peptide sequence is KIFLHFSIL. The MHC is HLA-A11:01 with pseudo-sequence HLA-A11:01. The binding affinity (normalized) is 0.0847. (5) The peptide sequence is VTQTVDFSL. The MHC is Patr-B0101 with pseudo-sequence Patr-B0101. The binding affinity (normalized) is 0.521.